From a dataset of Full USPTO retrosynthesis dataset with 1.9M reactions from patents (1976-2016). Predict the reactants needed to synthesize the given product. (1) Given the product [CH2:24]([O:23][C:21]([CH2:20][O:1][C:2]1[CH:3]=[CH:4][C:5]([C:8]2[CH:13]=[CH:12][C:11]([C:14]([O:16][CH2:17][CH3:18])=[O:15])=[CH:10][CH:9]=2)=[CH:6][CH:7]=1)=[O:22])[CH3:25], predict the reactants needed to synthesize it. The reactants are: [OH:1][C:2]1[CH:7]=[CH:6][C:5]([C:8]2[CH:13]=[CH:12][C:11]([C:14]([O:16][CH2:17][CH3:18])=[O:15])=[CH:10][CH:9]=2)=[CH:4][CH:3]=1.Br[CH2:20][C:21]([O:23][CH2:24][CH3:25])=[O:22].C(=O)([O-])[O-].[K+].[K+].C(NCC)C. (2) Given the product [C:17]([O:19][CH2:1][C:2]1[C:7]([CH3:8])=[C:6]([O:9][CH2:10][C:11]([F:14])([F:13])[F:12])[CH:5]=[CH:4][N:3]=1)(=[O:18])[CH3:16], predict the reactants needed to synthesize it. The reactants are: [CH3:1][C:2]1[C:7]([CH3:8])=[C:6]([O:9][CH2:10][C:11]([F:14])([F:13])[F:12])[CH:5]=[CH:4][N+:3]=1[O-].[CH3:16][C:17]([O:19]C(C)=O)=[O:18]. (3) Given the product [CH3:1][O:2][C:3]1[CH:4]=[C:5]([CH:11]=[CH:12][C:13]=1[O:14][CH2:15][CH:16]([NH:17][CH3:18])[C:39](=[O:40])[CH2:38][C:23]1[CH:24]=[CH:25][C:26]([NH:27][C:28]([NH:30][C:31]2[CH:36]=[CH:35][CH:34]=[CH:33][C:32]=2[CH3:37])=[O:29])=[C:21]([O:20][CH3:19])[CH:22]=1)[C:6]([O:8][CH2:9][CH3:10])=[O:7], predict the reactants needed to synthesize it. The reactants are: [CH3:1][O:2][C:3]1[CH:4]=[C:5]([CH:11]=[CH:12][C:13]=1[O:14][CH2:15][CH2:16][NH:17][CH3:18])[C:6]([O:8][CH2:9][CH3:10])=[O:7].[CH3:19][O:20][C:21]1[CH:22]=[C:23]([CH2:38][C:39](O)=[O:40])[CH:24]=[CH:25][C:26]=1[NH:27][C:28]([NH:30][C:31]1[CH:36]=[CH:35][CH:34]=[CH:33][C:32]=1[CH3:37])=[O:29].CCN(CC)CC. (4) Given the product [Cl:11][C:12]1[CH:17]=[CH:16][C:15]([O:18][C:2]2[CH:9]=[CH:8][CH:7]=[C:6]3[C:3]=2[C:4]([NH2:5])=[N:31][C:30]([NH2:32])=[N:29]3)=[CH:14][CH:13]=1, predict the reactants needed to synthesize it. The reactants are: F[C:2]1[CH:9]=[CH:8][CH:7]=[C:6](F)[C:3]=1[C:4]#[N:5].[Cl:11][C:12]1[CH:17]=[CH:16][C:15]([OH:18])=[CH:14][CH:13]=1.C(=O)([O-])[O-].[K+].[K+].C(=O)(O)O.[NH2:29][C:30]([NH2:32])=[NH:31]. (5) Given the product [Br:1][C:2]1[CH:3]=[CH:4][C:5]2[O:14][CH2:13][CH2:12][N:11]3[C:7](=[N:8][C:9]([C:67]4[N:70]([CH:25]([CH3:65])[CH3:24])[N:22]=[C:21]([CH2:20][O:19][CH3:18])[N:23]=4)=[CH:10]3)[C:6]=2[CH:16]=1, predict the reactants needed to synthesize it. The reactants are: [Br:1][C:2]1[CH:3]=[CH:4][C:5]2[O:14][CH2:13][CH2:12][N:11]3[C:7](=[N:8][C:9](I)=[CH:10]3)[C:6]=2[CH:16]=1.Cl.[CH3:18][O:19][CH2:20][C:21]([NH2:23])=[NH:22].[CH3:24][C:25]1([CH3:65])C2C(=C(P(C3C=CC=CC=3)C3C=CC=CC=3)C=CC=2)OC2C(P(C3C=CC=CC=3)C3C=CC=CC=3)=CC=CC1=2.Cl.[CH:67]([NH:70]N)(C)C. (6) Given the product [CH3:1][C:2]1[NH:3][C:4]2[C:9]([CH:10]=1)=[C:8]([C:11]([F:13])([F:12])[F:14])[CH:7]=[CH:6][CH:5]=2, predict the reactants needed to synthesize it. The reactants are: [CH3:1][C:2]1[N:3](S(C2C=CC=CC=2)(=O)=O)[C:4]2[C:9]([CH:10]=1)=[C:8]([C:11]([F:14])([F:13])[F:12])[CH:7]=[CH:6][CH:5]=2.C([O-])([O-])=O.[K+].[K+]. (7) Given the product [NH2:32][C:27]1[CH:28]=[CH:29][CH:30]=[CH:31][C:26]=1[NH:25][C:23]1[CH:22]=[CH:21][C:13]([C:14]([O:16][C:17]([CH3:18])([CH3:19])[CH3:20])=[O:15])=[C:12]([NH:11][C:3](=[O:10])[C:4]2[CH:5]=[CH:6][CH:7]=[CH:8][CH:9]=2)[CH:24]=1, predict the reactants needed to synthesize it. The reactants are: CO.[C:3]([NH:11][C:12]1[CH:24]=[C:23]([NH:25][C:26]2[CH:31]=[CH:30][CH:29]=[CH:28][C:27]=2[N+:32]([O-])=O)[CH:22]=[CH:21][C:13]=1[C:14]([O:16][C:17]([CH3:20])([CH3:19])[CH3:18])=[O:15])(=[O:10])[C:4]1[CH:9]=[CH:8][CH:7]=[CH:6][CH:5]=1.